From a dataset of Full USPTO retrosynthesis dataset with 1.9M reactions from patents (1976-2016). Predict the reactants needed to synthesize the given product. Given the product [NH2:1][C:2]1[C:3]([Br:22])=[CH:4][C:5]([CH2:6][C@H:7]([C:16]([N:32]2[CH2:33][CH2:34][N:29]([C:26]3[CH:27]=[CH:28][N:23]=[CH:24][N:25]=3)[CH2:30][CH2:31]2)=[O:18])[NH:8][C:9]([O:11][C:12]([CH3:13])([CH3:14])[CH3:15])=[O:10])=[CH:19][C:20]=1[Br:21], predict the reactants needed to synthesize it. The reactants are: [NH2:1][C:2]1[C:20]([Br:21])=[CH:19][C:5]([CH2:6][C@H:7]([C:16]([OH:18])=O)[NH:8][C:9]([O:11][C:12]([CH3:15])([CH3:14])[CH3:13])=[O:10])=[CH:4][C:3]=1[Br:22].[N:23]1[CH:28]=[CH:27][C:26]([N:29]2[CH2:34][CH2:33][NH:32][CH2:31][CH2:30]2)=[N:25][CH:24]=1.CN(C(ON1N=NC2C=CC=CC1=2)=[N+](C)C)C.[B-](F)(F)(F)F.BrBr.